This data is from Full USPTO retrosynthesis dataset with 1.9M reactions from patents (1976-2016). The task is: Predict the reactants needed to synthesize the given product. (1) Given the product [Cl:11][C:4]1[N:3]=[C:2]([NH:13][CH3:12])[C:7]([N+:8]([O-:10])=[O:9])=[CH:6][CH:5]=1, predict the reactants needed to synthesize it. The reactants are: Cl[C:2]1[C:7]([N+:8]([O-:10])=[O:9])=[CH:6][CH:5]=[C:4]([Cl:11])[N:3]=1.[CH3:12][NH2:13]. (2) Given the product [Cl:17][C:16]1[C:11]([C:8]2[CH:9]=[C:10]3[C:5](=[C:6]([O:18][C:19]4[CH:24]=[CH:23][C:22]([S:25]([CH3:28])(=[O:27])=[O:26])=[CH:21][CH:20]=4)[CH:7]=2)[N:4]([CH3:29])[N:3]=[C:2]3[NH:30][C:31]2[CH:36]=[N:35][CH:34]=[CH:33][N:32]=2)=[N:12][CH:13]=[CH:14][CH:15]=1, predict the reactants needed to synthesize it. The reactants are: Br[C:2]1[C:10]2[C:5](=[C:6]([O:18][C:19]3[CH:24]=[CH:23][C:22]([S:25]([CH3:28])(=[O:27])=[O:26])=[CH:21][CH:20]=3)[CH:7]=[C:8]([C:11]3[C:16]([Cl:17])=[CH:15][CH:14]=[CH:13][N:12]=3)[CH:9]=2)[N:4]([CH3:29])[N:3]=1.[NH2:30][C:31]1[CH:36]=[N:35][CH:34]=[CH:33][N:32]=1.C1(P(C2C=CC=CC=2)C2C3OC4C(=CC=CC=4P(C4C=CC=CC=4)C4C=CC=CC=4)C(C)(C)C=3C=CC=2)C=CC=CC=1.C(=O)([O-])[O-].[Cs+].[Cs+].